Dataset: Full USPTO retrosynthesis dataset with 1.9M reactions from patents (1976-2016). Task: Predict the reactants needed to synthesize the given product. Given the product [F:64][C@@H:65]1[CH2:69][N:68]([C:2]2[CH:7]=[CH:6][N:5]3[N:8]=[CH:9][C:10]([C:11]([O:13][CH2:14][CH3:15])=[O:12])=[C:4]3[CH:3]=2)[C@@H:67]([C:70]2[CH:75]=[CH:74][CH:73]=[C:72]([F:76])[CH:71]=2)[CH2:66]1, predict the reactants needed to synthesize it. The reactants are: Br[C:2]1[CH:7]=[CH:6][N:5]2[N:8]=[CH:9][C:10]([C:11]([O:13][CH2:14][CH3:15])=[O:12])=[C:4]2[CH:3]=1.CC1(C)C2C(=C(P(C3C=CC=CC=3)C3C=CC=CC=3)C=CC=2)OC2C(P(C3C=CC=CC=3)C3C=CC=CC=3)=CC=CC1=2.C(=O)([O-])[O-].[Cs+].[Cs+].[F:64][C@@H:65]1[CH2:69][NH:68][C@@H:67]([C:70]2[CH:75]=[CH:74][CH:73]=[C:72]([F:76])[CH:71]=2)[CH2:66]1.